The task is: Predict the reactants needed to synthesize the given product.. This data is from Full USPTO retrosynthesis dataset with 1.9M reactions from patents (1976-2016). (1) Given the product [Br:22][C:15]1[S:16][C:12]2[CH:11]=[C:10]([CH:4]([N:5]3[CH:9]=[CH:8][N:7]=[CH:6]3)[CH:3]([CH2:20][CH3:21])[CH2:1][CH3:2])[CH:19]=[CH:18][C:13]=2[N:14]=1, predict the reactants needed to synthesize it. The reactants are: [CH2:1]([CH:3]([CH2:20][CH3:21])[CH:4]([C:10]1[CH:19]=[CH:18][C:13]2[N:14]=[C:15](N)[S:16][C:12]=2[CH:11]=1)[N:5]1[CH:9]=[CH:8][N:7]=[CH:6]1)[CH3:2].[BrH:22].N([O-])=O.[Na+].C([O-])(O)=O.[Na+]. (2) Given the product [Br:1][C:2]1[CH:3]=[C:4]2[C:8](=[CH:9][C:10]=1[F:11])[C:7]1([C:15](=[O:16])[NH:14][C:13](=[O:17])[NH:12]1)[CH2:6][C:5]2=[O:18], predict the reactants needed to synthesize it. The reactants are: [Br:1][C:2]1[CH:3]=[C:4]2[C:8](=[CH:9][C:10]=1[F:11])[C:7]1([C:15](=[O:16])[NH:14][C:13](=[O:17])[NH:12]1)[CH2:6][CH2:5]2.[O-:18][Mn](=O)(=O)=O.[K+]. (3) Given the product [CH:1]1([CH2:7][C:8]2([CH3:15])[C:12](=[O:13])[N:11]([CH2:19][C:20](=[O:21])[C:22]3[CH:27]=[CH:26][CH:25]=[CH:24][CH:23]=3)[N:10]=[C:9]2[CH3:14])[CH2:2][CH2:3][CH2:4][CH2:5][CH2:6]1, predict the reactants needed to synthesize it. The reactants are: [CH:1]1([CH2:7][C:8]2([CH3:15])[C:12](=[O:13])[NH:11][N:10]=[C:9]2[CH3:14])[CH2:6][CH2:5][CH2:4][CH2:3][CH2:2]1.[H-].[Na+].Br[CH2:19][C:20]([C:22]1[CH:27]=[CH:26][CH:25]=[CH:24][CH:23]=1)=[O:21]. (4) Given the product [CH2:17]([O:16][C:14]([C:3]1[O:4][C:5]2[CH:10]=[CH:9][C:8]([CH2:11][CH3:12])=[C:7]([O:13][CH2:19][C:20]3[CH:25]=[CH:24][CH:23]=[CH:22][CH:21]=3)[C:6]=2[C:2]=1[CH3:1])=[O:15])[CH3:18], predict the reactants needed to synthesize it. The reactants are: [CH3:1][C:2]1[C:6]2[C:7]([OH:13])=[C:8]([CH2:11][CH3:12])[CH:9]=[CH:10][C:5]=2[O:4][C:3]=1[C:14]([O:16][CH2:17][CH3:18])=[O:15].[CH2:19](Br)[C:20]1[CH:25]=[CH:24][CH:23]=[CH:22][CH:21]=1. (5) Given the product [Cl:8][C:6]1[CH:7]=[C:2]([CH2:25][CH2:24][C:23]([CH:18]2[CH2:22][CH2:21][CH2:20][CH2:19]2)=[O:26])[CH:3]=[C:4]([CH2:16][CH3:17])[C:5]=1[O:9][CH2:10][O:11][CH2:12][CH2:13][O:14][CH3:15], predict the reactants needed to synthesize it. The reactants are: Br[C:2]1[CH:3]=[C:4]([CH2:16][CH3:17])[C:5]([O:9][CH2:10][O:11][CH2:12][CH2:13][O:14][CH3:15])=[C:6]([Cl:8])[CH:7]=1.[CH:18]1([CH:23]([OH:26])[CH:24]=[CH2:25])[CH2:22][CH2:21][CH2:20][CH2:19]1.C([O-])(=O)C.[Na+].